Task: Predict the reactants needed to synthesize the given product.. Dataset: Full USPTO retrosynthesis dataset with 1.9M reactions from patents (1976-2016) Given the product [CH3:29][O:28][C:21]1[CH:20]=[C:19]([CH:24]=[CH:23][C:22]=1[N+:25]([O-:27])=[O:26])[C:17]([C:10]1[N:11]2[CH:16]=[CH:15][CH:14]=[CH:13][C:12]2=[C:8]([NH:7][S:1]([CH3:4])(=[O:3])=[O:2])[N:9]=1)=[O:18], predict the reactants needed to synthesize it. The reactants are: [S:1](Cl)([CH3:4])(=[O:3])=[O:2].Cl.[NH2:7][C:8]1[N:9]=[C:10]([C:17]([C:19]2[CH:24]=[CH:23][C:22]([N+:25]([O-:27])=[O:26])=[C:21]([O:28][CH3:29])[CH:20]=2)=[O:18])[N:11]2[CH:16]=[CH:15][CH:14]=[CH:13][C:12]=12.